This data is from Full USPTO retrosynthesis dataset with 1.9M reactions from patents (1976-2016). The task is: Predict the reactants needed to synthesize the given product. (1) The reactants are: [CH3:1][N:2]([CH3:21])[CH2:3][CH2:4][CH2:5][N:6]1[CH2:11][CH2:10][N:9]([C:12]2[CH:17]=[CH:16][C:15]([N+:18]([O-])=O)=[CH:14][CH:13]=2)[CH2:8][CH2:7]1. Given the product [CH3:21][N:2]([CH3:1])[CH2:3][CH2:4][CH2:5][N:6]1[CH2:11][CH2:10][N:9]([C:12]2[CH:13]=[CH:14][C:15]([NH2:18])=[CH:16][CH:17]=2)[CH2:8][CH2:7]1, predict the reactants needed to synthesize it. (2) The reactants are: [CH3:1][O:2][C:3]1[CH:8]=[CH:7][C:6]([O:9][C:10]([F:13])([F:12])[F:11])=[CH:5][C:4]=1[CH2:14]O.S(Cl)(Cl)=O.C(=O)([O-])[O-].[K+].[K+].[N-:26]=[N+:27]=[N-:28].[Na+]. Given the product [N:26]([CH2:14][C:4]1[CH:5]=[C:6]([O:9][C:10]([F:13])([F:12])[F:11])[CH:7]=[CH:8][C:3]=1[O:2][CH3:1])=[N+:27]=[N-:28], predict the reactants needed to synthesize it. (3) Given the product [Cl:1][C:2]1[C:3]([C:8]2[CH:9]=[CH:10][C:11]([CH2:14][C:15]([O:17][CH3:18])=[O:16])=[CH:12][CH:13]=2)=[N:4][CH:5]=[CH:6][N:7]=1, predict the reactants needed to synthesize it. The reactants are: [Cl:1][C:2]1[C:3]([C:8]2[CH:13]=[CH:12][C:11]([CH2:14][C:15]([OH:17])=[O:16])=[CH:10][CH:9]=2)=[N:4][CH:5]=[CH:6][N:7]=1.[C:18](=O)([O-])[O-].[K+].[K+].IC. (4) Given the product [C:1]([C@H:5]1[CH2:10][CH2:9][C@H:8]([O:11][C:12]2[CH:13]=[C:14]3[C:19](=[CH:20][CH:21]=2)[CH:18]=[C:17]([CH2:22][N:23]2[CH2:24][CH2:25][CH:26]([C:29]([OH:31])=[O:30])[CH2:27][CH2:28]2)[CH:16]=[CH:15]3)[CH2:7][CH2:6]1)([CH3:4])([CH3:2])[CH3:3], predict the reactants needed to synthesize it. The reactants are: [C:1]([C@H:5]1[CH2:10][CH2:9][C@H:8]([O:11][C:12]2[CH:13]=[C:14]3[C:19](=[CH:20][CH:21]=2)[CH:18]=[C:17]([CH2:22][N:23]2[CH2:28][CH2:27][C:26](C)([C:29]([O:31]CC)=[O:30])[CH2:25][CH2:24]2)[CH:16]=[CH:15]3)[CH2:7][CH2:6]1)([CH3:4])([CH3:3])[CH3:2].[OH-].[Na+].O.Cl.